From a dataset of Reaction yield outcomes from USPTO patents with 853,638 reactions. Predict the reaction yield, written as a fraction of the theoretical maximum amount of product (1.0 means a 100% yield; for example, 0.34 means a 34% yield). (1) The reactants are [O:1]1[C:5]2[CH:6]=[CH:7][C:8]([S:10][C:11]3[NH:12][C:13]4[CH:18]=[CH:17][N:16]=[C:15]([NH2:19])[C:14]=4[N:20]=3)=[CH:9][C:4]=2[CH2:3][CH2:2]1.C([O-])([O-])=O.[Cs+].[Cs+].Cl[CH2:28][CH2:29][CH2:30][C:31]#[CH:32]. The catalyst is CN(C=O)C. The product is [O:1]1[C:5]2[CH:6]=[CH:7][C:8]([S:10][C:11]3[N:12]([CH2:32][CH2:31][CH2:30][C:29]#[CH:28])[C:13]4[CH:18]=[CH:17][N:16]=[C:15]([NH2:19])[C:14]=4[N:20]=3)=[CH:9][C:4]=2[CH2:3][CH2:2]1. The yield is 0.160. (2) The reactants are [CH3:1][C:2]1[CH:7]=[C:6]([CH3:8])[N:5]=[C:4]([N:9]2[CH2:16][CH:15]3[CH:11]([CH2:12][NH:13][CH2:14]3)[CH2:10]2)[N:3]=1.[C:17]1([C:23]2[CH:27]=[CH:26][S:25][C:24]=2[C:28](O)=[O:29])[CH:22]=[CH:21][CH:20]=[CH:19][CH:18]=1.CN(C(ON1N=NC2C=CC=NC1=2)=[N+](C)C)C.F[P-](F)(F)(F)(F)F.CCN(C(C)C)C(C)C. The catalyst is C(OCC)(=O)C.CN(C=O)C. The product is [CH3:1][C:2]1[CH:7]=[C:6]([CH3:8])[N:5]=[C:4]([N:9]2[CH2:16][CH:15]3[CH:11]([CH2:12][N:13]([C:28]([C:24]4[S:25][CH:26]=[CH:27][C:23]=4[C:17]4[CH:18]=[CH:19][CH:20]=[CH:21][CH:22]=4)=[O:29])[CH2:14]3)[CH2:10]2)[N:3]=1. The yield is 0.270.